The task is: Predict the reaction yield, written as a fraction of the theoretical maximum amount of product (1.0 means a 100% yield; for example, 0.34 means a 34% yield).. This data is from Reaction yield outcomes from USPTO patents with 853,638 reactions. (1) The reactants are [Cl:1][C:2]1[C:3]([F:28])=[C:4]([CH:8]2[CH2:12][NH:11][CH:10]([CH2:13][C:14]([CH3:17])([CH3:16])[CH3:15])[C:9]2([C:20]2[CH:25]=[CH:24][C:23]([Cl:26])=[CH:22][C:21]=2[F:27])[C:18]#[N:19])[CH:5]=[CH:6][CH:7]=1.[CH2:29]([O:31][C:32](=[O:42])[C:33]1[CH:38]=[CH:37][C:36]([N:39]=[C:40]=[O:41])=[CH:35][CH:34]=1)[CH3:30].C(N(CC)CC)C.O. The catalyst is ClCCl. The product is [CH2:29]([O:31][C:32](=[O:42])[C:33]1[CH:38]=[CH:37][C:36]([NH:39][C:40]([N:11]2[CH2:12][C@H:8]([C:4]3[CH:5]=[CH:6][CH:7]=[C:2]([Cl:1])[C:3]=3[F:28])[C@:9]([C:20]3[CH:25]=[CH:24][C:23]([Cl:26])=[CH:22][C:21]=3[F:27])([C:18]#[N:19])[C@@H:10]2[CH2:13][C:14]([CH3:17])([CH3:16])[CH3:15])=[O:41])=[CH:35][CH:34]=1)[CH3:30]. The yield is 0.920. (2) The reactants are [Cl:1][C:2]1[N:7]=[C:6]([C:8]2[S:12][C:11]([CH:13]([CH3:15])[CH3:14])=[N:10][C:9]=2[C:16]2[C:17]([O:23][CH3:24])=[C:18]([CH:20]=[CH:21][CH:22]=2)[NH2:19])[CH:5]=[CH:4][N:3]=1.N1C=CC=CC=1.[F:31][C:32]1[CH:37]=[CH:36][CH:35]=[C:34]([F:38])[C:33]=1[S:39](Cl)(=[O:41])=[O:40]. The catalyst is C(Cl)Cl. The product is [Cl:1][C:2]1[N:7]=[C:6]([C:8]2[S:12][C:11]([CH:13]([CH3:15])[CH3:14])=[N:10][C:9]=2[C:16]2[C:17]([O:23][CH3:24])=[C:18]([NH:19][S:39]([C:33]3[C:34]([F:38])=[CH:35][CH:36]=[CH:37][C:32]=3[F:31])(=[O:41])=[O:40])[CH:20]=[CH:21][CH:22]=2)[CH:5]=[CH:4][N:3]=1. The yield is 0.582.